Dataset: Reaction yield outcomes from USPTO patents with 853,638 reactions. Task: Predict the reaction yield, written as a fraction of the theoretical maximum amount of product (1.0 means a 100% yield; for example, 0.34 means a 34% yield). (1) The reactants are [CH2:1]([O:3][C:4](=[O:48])[CH2:5][C@@H:6]([C:10]1[CH:47]=[CH:46][C:13]([O:14][CH2:15][C:16]2[CH:45]=[CH:44][C:19]3[S:20][CH:21]=[C:22]([C:23]4[CH:42]=[CH:41][C:26]([CH2:27][CH:28]5[CH2:33][CH2:32][N:31](C(OC(C)(C)C)=O)[CH2:30][CH2:29]5)=[CH:25][C:24]=4[CH3:43])[C:18]=3[CH:17]=2)=[CH:12][CH:11]=1)[C:7]#[C:8][CH3:9])[CH3:2].Cl.O1CCOCC1.C([O-])(O)=O.[Na+]. The catalyst is O1CCOCC1. The product is [CH3:43][C:24]1[CH:25]=[C:26]([CH2:27][CH:28]2[CH2:29][CH2:30][NH:31][CH2:32][CH2:33]2)[CH:41]=[CH:42][C:23]=1[C:22]1[C:18]2[CH:17]=[C:16]([CH2:15][O:14][C:13]3[CH:12]=[CH:11][C:10]([C@@H:6]([C:7]#[C:8][CH3:9])[CH2:5][C:4]([O:3][CH2:1][CH3:2])=[O:48])=[CH:47][CH:46]=3)[CH:45]=[CH:44][C:19]=2[S:20][CH:21]=1. The yield is 0.144. (2) The reactants are [Cl:1][C:2]1[CH:7]=[CH:6][C:5]([N+:8]([O-])=O)=[CH:4][C:3]=1[C:11]1[N:15]([CH3:16])[C:14]2[CH:17]=[CH:18][C:19]([CH3:21])=[CH:20][C:13]=2[N:12]=1.Cl. The catalyst is C(O)C.O.[Fe]. The product is [Cl:1][C:2]1[CH:7]=[CH:6][C:5]([NH2:8])=[CH:4][C:3]=1[C:11]1[N:15]([CH3:16])[C:14]2[CH:17]=[CH:18][C:19]([CH3:21])=[CH:20][C:13]=2[N:12]=1. The yield is 0.950. (3) The catalyst is CN(C=O)C. The product is [F:50][C:18]([F:17])([F:49])[C:19]1[CH:20]=[C:21]([CH:42]=[C:43]([C:45]([F:48])([F:47])[F:46])[CH:44]=1)[CH2:22][N:23]1[C:27]([CH3:28])=[C:26]([C:2]2[C:7]([C:8]([C:10]3[CH:15]=[CH:14][CH:13]=[CH:12][C:11]=3[Cl:16])=[O:9])=[CH:6][CH:5]=[CH:4][N:3]=2)[N:25]=[N:24]1. The yield is 0.540. The reactants are Br[C:2]1[C:7]([C:8]([C:10]2[CH:15]=[CH:14][CH:13]=[CH:12][C:11]=2[Cl:16])=[O:9])=[CH:6][CH:5]=[CH:4][N:3]=1.[F:17][C:18]([F:50])([F:49])[C:19]1[CH:20]=[C:21]([CH:42]=[C:43]([C:45]([F:48])([F:47])[F:46])[CH:44]=1)[CH2:22][N:23]1[C:27]([CH3:28])=[C:26]([Sn](CCCC)(CCCC)CCCC)[N:25]=[N:24]1. (4) The yield is 0.600. The reactants are [Cl:1][C:2]1[CH:3]=[CH:4][C:5]2[N:6]([C:8]([C:11]([C:14]3[CH:15]=[C:16]4[C:20](=[CH:21][C:22]=3[F:23])[N:19]([CH3:24])[N:18]=[CH:17]4)(O)[CH3:12])=[CH:9][N:10]=2)[N:7]=1.II.[PH2](=O)O. The catalyst is C(O)(=O)C. The product is [Cl:1][C:2]1[CH:3]=[CH:4][C:5]2[N:6]([C:8]([CH:11]([C:14]3[CH:15]=[C:16]4[C:20](=[CH:21][C:22]=3[F:23])[N:19]([CH3:24])[N:18]=[CH:17]4)[CH3:12])=[CH:9][N:10]=2)[N:7]=1. (5) The reactants are [NH:1]1[C:5]2=[N:6][CH:7]=[CH:8][CH:9]=[C:4]2[C:3]([C:10]([O:12][CH3:13])=[O:11])=[N:2]1.[Br:14][C:15]1[CH:16]=[C:17]([CH2:30][O:31][Si:32]([C:35]([CH3:38])([CH3:37])[CH3:36])([CH3:34])[CH3:33])[CH:18]=[C:19](B2OC(C)(C)C(C)(C)O2)[CH:20]=1. No catalyst specified. The product is [Br:14][C:15]1[CH:20]=[C:19]([N:1]2[C:5]3=[N:6][CH:7]=[CH:8][CH:9]=[C:4]3[C:3]([C:10]([O:12][CH3:13])=[O:11])=[N:2]2)[CH:18]=[C:17]([CH2:30][O:31][Si:32]([C:35]([CH3:38])([CH3:37])[CH3:36])([CH3:33])[CH3:34])[CH:16]=1. The yield is 0.490. (6) The catalyst is CCO.[Pd]. The yield is 0.750. The reactants are [F:1][C:2]1[CH:7]=[C:6]([F:8])[CH:5]=[CH:4][C:3]=1[C:9]([OH:34])([CH2:28][N:29]1[CH:33]=[N:32][N:31]=[N:30]1)[C:10]([F:27])([F:26])[C:11]1[CH:16]=[CH:15][C:14](/[CH:17]=[CH:18]/[CH2:19][O:20][CH2:21][C:22]([F:25])([F:24])[F:23])=[CH:13][N:12]=1. The product is [F:1][C:2]1[CH:7]=[C:6]([F:8])[CH:5]=[CH:4][C:3]=1[C:9]([OH:34])([CH2:28][N:29]1[CH:33]=[N:32][N:31]=[N:30]1)[C:10]([F:27])([F:26])[C:11]1[CH:16]=[CH:15][C:14]([CH2:17][CH2:18][CH2:19][O:20][CH2:21][C:22]([F:25])([F:24])[F:23])=[CH:13][N:12]=1. (7) The yield is 0.230. The product is [Br:11][C:12]1[CH:17]=[CH:16][CH:15]=[C:14]([S:18][CH:5]2[CH2:2][CH2:1]2)[CH:13]=1. The reactants are [CH3:1][C:2]([CH3:5])([O-])C.[K+].C1(Br)CC1.[Br:11][C:12]1[CH:13]=[C:14]([SH:18])[CH:15]=[CH:16][CH:17]=1.O. The catalyst is CS(C)=O. (8) The reactants are Br[C:2]1[CH:3]=[C:4]([N:22]([CH2:29][CH3:30])[CH:23]2[CH2:28][CH2:27][O:26][CH2:25][CH2:24]2)[C:5]([CH3:21])=[C:6]([CH:20]=1)[C:7]([NH:9][CH2:10][C:11]1[C:12](=[O:19])[NH:13][C:14]([CH3:18])=[CH:15][C:16]=1[CH3:17])=[O:8].[C:31]1([CH3:40])[CH:36]=[CH:35][C:34](B(O)O)=[CH:33][CH:32]=1.C([O-])([O-])=O.[Na+].[Na+]. The catalyst is O1CCOCC1.O.C1C=CC([P]([Pd]([P](C2C=CC=CC=2)(C2C=CC=CC=2)C2C=CC=CC=2)([P](C2C=CC=CC=2)(C2C=CC=CC=2)C2C=CC=CC=2)[P](C2C=CC=CC=2)(C2C=CC=CC=2)C2C=CC=CC=2)(C2C=CC=CC=2)C2C=CC=CC=2)=CC=1. The product is [CH3:17][C:16]1[CH:15]=[C:14]([CH3:18])[NH:13][C:12](=[O:19])[C:11]=1[CH2:10][NH:9][C:7]([C:6]1[CH:20]=[C:2]([C:34]2[CH:35]=[CH:36][C:31]([CH3:40])=[CH:32][CH:33]=2)[CH:3]=[C:4]([N:22]([CH2:29][CH3:30])[CH:23]2[CH2:28][CH2:27][O:26][CH2:25][CH2:24]2)[C:5]=1[CH3:21])=[O:8]. The yield is 0.730.